This data is from Full USPTO retrosynthesis dataset with 1.9M reactions from patents (1976-2016). The task is: Predict the reactants needed to synthesize the given product. (1) Given the product [CH2:22]([S:29]([NH:32][C:33]([CH:35]1[CH2:40][CH2:39][N:38]([C:2]2[C:12]([C:13]#[N:14])=[CH:11][C:5]([C:6]([O:8][CH2:9][CH3:10])=[O:7])=[C:4]([CH2:15][CH2:16][C:17]([O:19][CH2:20][CH3:21])=[O:18])[N:3]=2)[CH2:37][CH2:36]1)=[O:34])(=[O:30])=[O:31])[C:23]1[CH:24]=[CH:25][CH:26]=[CH:27][CH:28]=1, predict the reactants needed to synthesize it. The reactants are: Cl[C:2]1[C:12]([C:13]#[N:14])=[CH:11][C:5]([C:6]([O:8][CH2:9][CH3:10])=[O:7])=[C:4]([CH2:15][CH2:16][C:17]([O:19][CH2:20][CH3:21])=[O:18])[N:3]=1.[CH2:22]([S:29]([NH:32][C:33]([CH:35]1[CH2:40][CH2:39][NH:38][CH2:37][CH2:36]1)=[O:34])(=[O:31])=[O:30])[C:23]1[CH:28]=[CH:27][CH:26]=[CH:25][CH:24]=1. (2) Given the product [NH2:20][C:18]1[N:17]=[CH:16][N:15]=[C:14]2[N:13]([CH2:21][C@H:22]3[CH2:26][CH2:25][CH2:24][N:23]3[C:36](=[O:37])[CH2:35][C:33]#[N:34])[N:12]=[C:11]([C:8]3[CH:9]=[CH:10][C:5]([O:4][C:3]4[CH:28]=[CH:29][CH:30]=[C:31]([F:32])[C:2]=4[F:1])=[CH:6][C:7]=3[F:27])[C:19]=12, predict the reactants needed to synthesize it. The reactants are: [F:1][C:2]1[C:31]([F:32])=[CH:30][CH:29]=[CH:28][C:3]=1[O:4][C:5]1[CH:10]=[CH:9][C:8]([C:11]2[C:19]3[C:14](=[N:15][CH:16]=[N:17][C:18]=3[NH2:20])[N:13]([CH2:21][C@H:22]3[CH2:26][CH2:25][CH2:24][NH:23]3)[N:12]=2)=[C:7]([F:27])[CH:6]=1.[C:33]([CH2:35][C:36](O)=[O:37])#[N:34].CN(C(ON1N=NC2C=CC=NC1=2)=[N+](C)C)C.F[P-](F)(F)(F)(F)F. (3) Given the product [N:28]1([C:36]([O:38][C:39]([CH3:42])([CH3:41])[CH3:40])=[O:37])[CH2:35][CH2:34][CH2:33][C@H:29]1[C:30]([NH:1][C@H:2]([C:10]([P:12]([O:20][C:21]1[CH:22]=[CH:23][CH:24]=[CH:25][CH:26]=1)[O:13][C:14]1[CH:15]=[CH:16][CH:17]=[CH:18][CH:19]=1)=[O:11])[CH2:3][C:4]1[CH:5]=[CH:6][CH:7]=[CH:8][CH:9]=1)=[O:31], predict the reactants needed to synthesize it. The reactants are: [NH2:1][C@H:2]([C:10]([P:12]([O:20][C:21]1[CH:26]=[CH:25][CH:24]=[CH:23][CH:22]=1)[O:13][C:14]1[CH:19]=[CH:18][CH:17]=[CH:16][CH:15]=1)=[O:11])[CH2:3][C:4]1[CH:9]=[CH:8][CH:7]=[CH:6][CH:5]=1.Br.[N:28]1([C:36]([O:38][C:39]([CH3:42])([CH3:41])[CH3:40])=[O:37])[CH2:35][CH2:34][CH2:33][C@H:29]1[C:30](O)=[O:31].C1C=CC2N(O)N=NC=2C=1.